Dataset: Forward reaction prediction with 1.9M reactions from USPTO patents (1976-2016). Task: Predict the product of the given reaction. The product is: [CH3:1][O:2][C:3]1[CH:8]=[CH:7][CH:6]=[CH:5][C:4]=1[C:9]1[C:17]2[C:12](=[N:13][CH:14]=[C:15]([C:18]3[CH:19]=[C:20]([CH:24]([CH3:28])[C:25]([N:38]([CH3:39])[CH3:37])=[O:26])[CH:21]=[CH:22][CH:23]=3)[CH:16]=2)[N:11]([CH2:29][O:30][CH2:31][CH2:32][Si:33]([CH3:34])([CH3:35])[CH3:36])[N:10]=1. Given the reactants [CH3:1][O:2][C:3]1[CH:8]=[CH:7][CH:6]=[CH:5][C:4]=1[C:9]1[C:17]2[C:12](=[N:13][CH:14]=[C:15]([C:18]3[CH:19]=[C:20]([CH:24]([CH3:28])[C:25](O)=[O:26])[CH:21]=[CH:22][CH:23]=3)[CH:16]=2)[N:11]([CH2:29][O:30][CH2:31][CH2:32][Si:33]([CH3:36])([CH3:35])[CH3:34])[N:10]=1.[CH3:37][NH:38][CH3:39].C(N(C(C)C)CC)(C)C.F[P-](F)(F)(F)(F)F.N1(OC(N(C)C)=[N+](C)C)C2N=CC=CC=2N=N1, predict the reaction product.